From a dataset of Reaction yield outcomes from USPTO patents with 853,638 reactions. Predict the reaction yield, written as a fraction of the theoretical maximum amount of product (1.0 means a 100% yield; for example, 0.34 means a 34% yield). (1) The reactants are Cl.C(OC([N:9]1[CH2:13][CH2:12][CH:11]([CH2:14][NH:15][C:16]2[N:17]=[C:18]([NH:34][C:35]3[CH:40]=[CH:39][C:38]([C:41]([F:44])([F:43])[F:42])=[CH:37][CH:36]=3)[C:19]3[N:24]=[C:23]([CH2:25][C:26]4[C:31]([Cl:32])=[CH:30][CH:29]=[CH:28][C:27]=4[Cl:33])[S:22][C:20]=3[N:21]=2)[CH2:10]1)=O)(C)(C)C. The product is [ClH:32].[Cl:33][C:27]1[CH:28]=[CH:29][CH:30]=[C:31]([Cl:32])[C:26]=1[CH2:25][C:23]1[S:22][C:20]2[N:21]=[C:16]([NH:15][CH2:14][C@@H:11]3[CH2:12][CH2:13][NH:9][CH2:10]3)[N:17]=[C:18]([NH:34][C:35]3[CH:40]=[CH:39][C:38]([C:41]([F:44])([F:43])[F:42])=[CH:37][CH:36]=3)[C:19]=2[N:24]=1. The yield is 0.430. No catalyst specified. (2) The yield is 0.627. The product is [C:28]([NH:1][CH2:2][CH:3]([NH:11][C:12](=[O:18])[O:13][C:14]([CH3:15])([CH3:17])[CH3:16])[C:4]1[CH:5]=[CH:6][C:7]([Cl:10])=[CH:8][CH:9]=1)(=[O:30])[CH3:29]. The catalyst is C1COCC1. The reactants are [NH2:1][CH2:2][CH:3]([NH:11][C:12](=[O:18])[O:13][C:14]([CH3:17])([CH3:16])[CH3:15])[C:4]1[CH:9]=[CH:8][C:7]([Cl:10])=[CH:6][CH:5]=1.C(N(C(C)C)C(C)C)C.[C:28](OC(=O)C)(=[O:30])[CH3:29]. (3) The reactants are [OH:1][C:2]1[C:3]2[CH:27]=[CH:26][S:25][C:4]=2[N:5]([CH:22]([CH3:24])[CH3:23])[C:6](=[O:21])[C:7]=1[C:8]([NH:10][CH2:11][CH2:12][CH2:13][N:14]1[CH2:19][CH2:18][CH:17](C)[CH2:16][CH2:15]1)=[O:9].[CH2:28]([Li])CCC.CI. The catalyst is C1COCC1. The product is [CH:22]([N:5]1[C:6](=[O:21])[C:7]([C:8]([NH:10][CH2:11][CH2:12][CH2:13][N:14]2[CH2:15][CH2:16][CH2:17][CH2:18][CH2:19]2)=[O:9])=[C:2]([O:1][CH3:28])[C:3]2[CH:27]=[CH:26][S:25][C:4]1=2)([CH3:24])[CH3:23]. The yield is 0.990. (4) The reactants are [OH:1][C:2]1([CH:16]2[CH2:21][CH2:20][CH2:19][CH2:18][C:17]2=O)[CH2:5][N:4]([C:6]([O:8][CH2:9][C:10]2[CH:15]=[CH:14][CH:13]=[CH:12][CH:11]=2)=[O:7])[CH2:3]1.C([O-])(=O)C.[NH4+].C([BH3-])#[N:29].[Na+].Cl. The catalyst is CO. The product is [CH2:9]([O:8][C:6]([N:4]1[CH2:5][C:2]([CH:16]2[CH2:21][CH2:20][CH2:19][CH2:18][CH:17]2[NH2:29])([OH:1])[CH2:3]1)=[O:7])[C:10]1[CH:15]=[CH:14][CH:13]=[CH:12][CH:11]=1. The yield is 0.730.